Dataset: Full USPTO retrosynthesis dataset with 1.9M reactions from patents (1976-2016). Task: Predict the reactants needed to synthesize the given product. (1) The reactants are: [NH2:1][C:2]1[C:3]2[C:10]([C:11]([NH2:13])=[O:12])=[C:9]([S:14][CH3:15])[N:8]([CH2:16][O:17][CH2:18][CH2:19][OH:20])[C:4]=2[N:5]=[CH:6][N:7]=1.[S:21](Cl)(=[O:24])(=[O:23])[NH2:22].C(=O)([O-])[O-].[Ca+2]. Given the product [NH2:1][C:2]1[C:3]2[C:10]([C:11](=[O:12])[NH2:13])=[C:9]([S:14][CH3:15])[N:8]([CH2:16][O:17][CH2:18][CH2:19][O:20][S:21](=[O:24])(=[O:23])[NH2:22])[C:4]=2[N:5]=[CH:6][N:7]=1, predict the reactants needed to synthesize it. (2) Given the product [Br:1][C:2]1[CH:3]=[C:4]([CH:5]=[CH:6][C:7]=1[I:8])[CH:9]=[O:10], predict the reactants needed to synthesize it. The reactants are: [Br:1][C:2]1[CH:3]=[C:4]([CH2:9][OH:10])[CH:5]=[CH:6][C:7]=1[I:8].C([O-])(O)=O.[Na+].[Na+].[Br-].CC1(C)N([O])C(C)(C)CCC1.[O-]Cl.[Na+].CC(OI1(OC(C)=O)(OC(C)=O)OC(=O)C2C=CC=CC1=2)=O. (3) Given the product [CH2:29]([O:27][C:25]([C:24]1[N:21]=[C:14]2[N:15]([C:16]3[CH2:20][CH2:19][CH2:18][C:17]=3[C:12]([O:11][CH2:10][CH2:9][O:8][CH2:1][C:2]3[CH:7]=[CH:6][CH:5]=[CH:4][CH:3]=3)=[N:13]2)[CH:23]=1)=[O:26])[CH3:30], predict the reactants needed to synthesize it. The reactants are: [CH2:1]([O:8][CH2:9][CH2:10][O:11][C:12]1[C:17]2[CH2:18][CH2:19][CH2:20][C:16]=2[N:15]=[C:14]([NH2:21])[N:13]=1)[C:2]1[CH:7]=[CH:6][CH:5]=[CH:4][CH:3]=1.Br[CH2:23][C:24](=O)[C:25]([O-:27])=[O:26].[CH2:29]1COC[CH2:30]1. (4) Given the product [CH2:18]([O:20][CH2:21][CH2:22][O:23][C:24]1[CH:25]=[C:26](/[CH:27]=[C:10](\[O:9][CH3:8])/[C:11]([O:13][CH3:14])=[O:12])[CH:29]=[CH:30][C:31]=1[I:32])[CH3:19].[CH2:18]([O:20][CH2:21][CH2:22][O:23][C:24]1[CH:25]=[C:26](/[CH:27]=[C:10](/[O:9][CH3:8])\[C:11]([O:13][CH3:14])=[O:12])[CH:29]=[CH:30][C:31]=1[I:32])[CH3:19], predict the reactants needed to synthesize it. The reactants are: [H-].[Na+].C(OP(OCC)O[CH2:8][O:9][CH2:10][C:11]([O:13][CH3:14])=[O:12])C.[CH2:18]([O:20][CH2:21][CH2:22][O:23][C:24]1[CH:25]=[C:26]([CH:29]=[CH:30][C:31]=1[I:32])[CH:27]=O)[CH3:19].O. (5) Given the product [CH3:20][C:15]1[C:14]([C:8]2[CH:7]=[C:6]3[C:11]([C:2]([NH:24][CH2:25][C:26]4[CH:31]=[CH:30][CH:29]=[CH:28][N:27]=4)=[C:3]([C:21]([NH2:23])=[O:22])[CH:4]=[N:5]3)=[CH:10][C:9]=2[O:12][CH3:13])=[C:18]([CH3:19])[O:17][N:16]=1, predict the reactants needed to synthesize it. The reactants are: Cl[C:2]1[C:11]2[C:6](=[CH:7][C:8]([C:14]3[C:15]([CH3:20])=[N:16][O:17][C:18]=3[CH3:19])=[C:9]([O:12][CH3:13])[CH:10]=2)[N:5]=[CH:4][C:3]=1[C:21]([NH2:23])=[O:22].[NH2:24][CH2:25][C:26]1[CH:31]=[CH:30][CH:29]=[CH:28][N:27]=1. (6) Given the product [Br:23][C:24]1[CH:31]=[CH:30][C:27]([CH2:28][NH:29][C:12]2[N:7]3[N:6]=[CH:5][C:4]([CH:1]([CH3:3])[CH3:2])=[C:8]3[N:9]=[C:10]([S:21][CH3:22])[N:11]=2)=[CH:26][CH:25]=1, predict the reactants needed to synthesize it. The reactants are: [CH:1]([C:4]1[CH:5]=[N:6][N:7]2[C:12](N(C)C3C=CC=CC=3)=[N:11][C:10]([S:21][CH3:22])=[N:9][C:8]=12)([CH3:3])[CH3:2].[Br:23][C:24]1[CH:31]=[CH:30][C:27]([CH2:28][NH2:29])=[CH:26][CH:25]=1. (7) Given the product [C:15]1([CH2:14][N:8]([C:5]2[CH:6]=[CH:7][S:3][CH:4]=2)[C:9](=[O:13])[O:10][CH2:11][CH3:12])[CH:20]=[CH:19][CH:18]=[CH:17][CH:16]=1, predict the reactants needed to synthesize it. The reactants are: [H-].[Na+].[S:3]1[CH:7]=[CH:6][C:5]([NH:8][C:9](=[O:13])[O:10][CH2:11][CH3:12])=[CH:4]1.[CH2:14](Br)[C:15]1[CH:20]=[CH:19][CH:18]=[CH:17][CH:16]=1. (8) The reactants are: Cl.[F:2][C:3]1[CH:4]=[CH:5][C:6]([O:14][CH3:15])=[C:7]([C@H:9]2[CH2:13][CH2:12][CH2:11][NH:10]2)[CH:8]=1.Br[C:17]1[CH:22]=[CH:21][N:20]2[N:23]=[CH:24][C:25]([C:26]([O:28]CC)=[O:27])=[C:19]2[C:18]=1[F:31]. Given the product [F:31][C:18]1[C:19]2[N:20]([N:23]=[CH:24][C:25]=2[C:26]([OH:28])=[O:27])[CH:21]=[CH:22][C:17]=1[N:10]1[CH2:11][CH2:12][CH2:13][C@@H:9]1[C:7]1[CH:8]=[C:3]([F:2])[CH:4]=[CH:5][C:6]=1[O:14][CH3:15], predict the reactants needed to synthesize it. (9) Given the product [CH2:14]([O:21][C:22]1[C:23]([CH3:32])=[C:24]2[N:29]([CH:30]=1)[N:28]=[CH:27][N:26]=[C:25]2[O:8][C:7]1[C:2]([F:1])=[C:3]2[CH:11]=[CH:10][NH:9][C:4]2=[N:5][CH:6]=1)[C:15]1[CH:16]=[CH:17][CH:18]=[CH:19][CH:20]=1, predict the reactants needed to synthesize it. The reactants are: [F:1][C:2]1[C:7]([OH:8])=[CH:6][N:5]=[C:4]2[NH:9][CH:10]=[CH:11][C:3]=12.[H-].[Na+].[CH2:14]([O:21][C:22]1[C:23]([CH3:32])=[C:24]2[N:29]([CH:30]=1)[N:28]=[CH:27][N:26]=[C:25]2Cl)[C:15]1[CH:20]=[CH:19][CH:18]=[CH:17][CH:16]=1.[Cl-].[NH4+].